This data is from NCI-60 drug combinations with 297,098 pairs across 59 cell lines. The task is: Regression. Given two drug SMILES strings and cell line genomic features, predict the synergy score measuring deviation from expected non-interaction effect. (1) Synergy scores: CSS=13.1, Synergy_ZIP=-2.28, Synergy_Bliss=-0.383, Synergy_Loewe=-19.3, Synergy_HSA=-3.53. Drug 2: CN(CCCl)CCCl.Cl. Cell line: HCC-2998. Drug 1: COC1=NC(=NC2=C1N=CN2C3C(C(C(O3)CO)O)O)N. (2) Drug 1: C#CCC(CC1=CN=C2C(=N1)C(=NC(=N2)N)N)C3=CC=C(C=C3)C(=O)NC(CCC(=O)O)C(=O)O. Drug 2: CC1CCCC2(C(O2)CC(NC(=O)CC(C(C(=O)C(C1O)C)(C)C)O)C(=CC3=CSC(=N3)C)C)C. Cell line: SK-MEL-5. Synergy scores: CSS=70.0, Synergy_ZIP=7.52, Synergy_Bliss=5.21, Synergy_Loewe=5.63, Synergy_HSA=5.71. (3) Drug 1: C1=NC2=C(N1)C(=S)N=C(N2)N. Drug 2: N.N.Cl[Pt+2]Cl. Cell line: IGROV1. Synergy scores: CSS=21.1, Synergy_ZIP=-4.05, Synergy_Bliss=-5.50, Synergy_Loewe=-10.9, Synergy_HSA=-5.10. (4) Drug 1: CCCCCOC(=O)NC1=NC(=O)N(C=C1F)C2C(C(C(O2)C)O)O. Drug 2: C(CCl)NC(=O)N(CCCl)N=O. Cell line: SW-620. Synergy scores: CSS=6.96, Synergy_ZIP=-3.18, Synergy_Bliss=-0.592, Synergy_Loewe=-7.67, Synergy_HSA=-1.49. (5) Cell line: SF-268. Synergy scores: CSS=2.07, Synergy_ZIP=-1.38, Synergy_Bliss=-2.56, Synergy_Loewe=-6.33, Synergy_HSA=-4.08. Drug 2: CC12CCC3C(C1CCC2OP(=O)(O)O)CCC4=C3C=CC(=C4)OC(=O)N(CCCl)CCCl.[Na+]. Drug 1: CNC(=O)C1=CC=CC=C1SC2=CC3=C(C=C2)C(=NN3)C=CC4=CC=CC=N4. (6) Drug 1: CC12CCC3C(C1CCC2=O)CC(=C)C4=CC(=O)C=CC34C. Drug 2: CN(C)C1=NC(=NC(=N1)N(C)C)N(C)C. Cell line: SNB-19. Synergy scores: CSS=18.9, Synergy_ZIP=-0.267, Synergy_Bliss=1.46, Synergy_Loewe=-32.2, Synergy_HSA=0.241. (7) Synergy scores: CSS=20.6, Synergy_ZIP=-7.65, Synergy_Bliss=-4.17, Synergy_Loewe=-12.2, Synergy_HSA=-1.16. Drug 1: C1=CC=C(C=C1)NC(=O)CCCCCCC(=O)NO. Cell line: PC-3. Drug 2: C1=NNC2=C1C(=O)NC=N2. (8) Drug 1: CN1CCC(CC1)COC2=C(C=C3C(=C2)N=CN=C3NC4=C(C=C(C=C4)Br)F)OC. Drug 2: C1=CC(=CC=C1CCC2=CNC3=C2C(=O)NC(=N3)N)C(=O)NC(CCC(=O)O)C(=O)O. Cell line: UACC62. Synergy scores: CSS=12.6, Synergy_ZIP=-5.84, Synergy_Bliss=-0.445, Synergy_Loewe=0.921, Synergy_HSA=1.90. (9) Drug 1: C1=CC=C(C=C1)NC(=O)CCCCCCC(=O)NO. Drug 2: CCC1(CC2CC(C3=C(CCN(C2)C1)C4=CC=CC=C4N3)(C5=C(C=C6C(=C5)C78CCN9C7C(C=CC9)(C(C(C8N6C)(C(=O)OC)O)OC(=O)C)CC)OC)C(=O)OC)O.OS(=O)(=O)O. Cell line: MDA-MB-231. Synergy scores: CSS=8.29, Synergy_ZIP=-3.84, Synergy_Bliss=-6.73, Synergy_Loewe=-0.101, Synergy_HSA=-2.74. (10) Drug 1: CC(CN1CC(=O)NC(=O)C1)N2CC(=O)NC(=O)C2. Drug 2: CN1C(=O)N2C=NC(=C2N=N1)C(=O)N. Cell line: HCC-2998. Synergy scores: CSS=10.1, Synergy_ZIP=-0.659, Synergy_Bliss=3.98, Synergy_Loewe=0.0717, Synergy_HSA=0.0660.